From a dataset of Reaction yield outcomes from USPTO patents with 853,638 reactions. Predict the reaction yield, written as a fraction of the theoretical maximum amount of product (1.0 means a 100% yield; for example, 0.34 means a 34% yield). (1) The reactants are Br[C:2]1[CH:3]=[N:4][C:5]([N:8]2[CH2:13][CH2:12][N:11]([C:14]([O:16][C:17]([CH3:20])([CH3:19])[CH3:18])=[O:15])[CH2:10][CH2:9]2)=[N:6][CH:7]=1.[Li]CCCC.[F:26][C:27]1[CH:38]=[CH:37][C:30]([C:31](N(OC)C)=[O:32])=[CH:29][CH:28]=1. The catalyst is C1COCC1. The product is [F:26][C:27]1[CH:38]=[CH:37][C:30]([C:31]([C:2]2[CH:3]=[N:4][C:5]([N:8]3[CH2:13][CH2:12][N:11]([C:14]([O:16][C:17]([CH3:20])([CH3:19])[CH3:18])=[O:15])[CH2:10][CH2:9]3)=[N:6][CH:7]=2)=[O:32])=[CH:29][CH:28]=1. The yield is 0.460. (2) The reactants are C[O:2][C:3](=[O:14])[C:4]1[CH:9]=[CH:8][CH:7]=[C:6]([N+:10]([O-])=O)[C:5]=1[OH:13].[H][H].[CH3:17]O. The catalyst is [Pd]. The product is [CH3:17][C:7]1[CH:8]=[CH:9][C:4]([C:3]([OH:2])=[O:14])=[C:5]([OH:13])[C:6]=1[NH2:10]. The yield is 0.990.